From a dataset of Full USPTO retrosynthesis dataset with 1.9M reactions from patents (1976-2016). Predict the reactants needed to synthesize the given product. (1) Given the product [CH2:25]([C:15]1[CH:20]=[C:19]([C:21]([O:23][CH3:24])=[O:22])[CH:18]=[CH:17][N:16]=1)[C:26]1[CH:31]=[CH:30][CH:29]=[CH:28][CH:27]=1, predict the reactants needed to synthesize it. The reactants are: CN(C=O)C.P([O-])([O-])([O-])=O.[K+].[K+].[K+].Cl[C:15]1[CH:20]=[C:19]([C:21]([O:23][CH3:24])=[O:22])[CH:18]=[CH:17][N:16]=1.[CH2:25](B1C2CCCC1CCC2)[C:26]1[CH:31]=[CH:30][CH:29]=[CH:28][CH:27]=1. (2) Given the product [CH:9]1([Si:2]([CH2:14][CH:15]([CH3:17])[CH3:16])([O:6][CH2:7][CH3:8])[O:3][CH2:4][CH3:5])[CH2:13][CH2:12][CH2:11][CH2:10]1, predict the reactants needed to synthesize it. The reactants are: Cl[Si:2]([CH:9]1[CH2:13][CH2:12][CH2:11][CH2:10]1)([O:6][CH2:7][CH3:8])[O:3][CH2:4][CH3:5].[CH2:14]([Mg]Br)[CH:15]([CH3:17])[CH3:16].[Cl-].[NH4+].